From a dataset of Peptide-MHC class I binding affinity with 185,985 pairs from IEDB/IMGT. Regression. Given a peptide amino acid sequence and an MHC pseudo amino acid sequence, predict their binding affinity value. This is MHC class I binding data. The binding affinity (normalized) is 0.0847. The MHC is HLA-A29:02 with pseudo-sequence HLA-A29:02. The peptide sequence is LTAPCDIYV.